Dataset: Reaction yield outcomes from USPTO patents with 853,638 reactions. Task: Predict the reaction yield, written as a fraction of the theoretical maximum amount of product (1.0 means a 100% yield; for example, 0.34 means a 34% yield). (1) The reactants are [BH4-].[Na+].C(O)(C(F)(F)F)=O.[C:10]1([C:16]2[CH:21]=[C:20]([C:22]3[CH:27]=[CH:26][CH:25]=[CH:24][CH:23]=3)[N:19]=[C:18]([O:28][CH2:29][CH2:30][CH2:31][CH2:32][C:33]([CH3:37])([CH3:36])[C:34]#[N:35])[CH:17]=2)[CH:15]=[CH:14][CH:13]=[CH:12][CH:11]=1.O. The catalyst is C1COCC1. The product is [C:10]1([C:16]2[CH:21]=[C:20]([C:22]3[CH:23]=[CH:24][CH:25]=[CH:26][CH:27]=3)[N:19]=[C:18]([O:28][CH2:29][CH2:30][CH2:31][CH2:32][C:33]([CH3:37])([CH3:36])[CH2:34][NH2:35])[CH:17]=2)[CH:11]=[CH:12][CH:13]=[CH:14][CH:15]=1. The yield is 0.635. (2) The reactants are Br[C:2]1[CH:6]=[CH:5][S:4][CH:3]=1.C(N(C(C)C)CC)(C)C.P([O-])([O-])(O)=O.[Na+].[Na+].P([O-])(O)(O)=O.[Na+].[P:29]([O-:36])([O:33][CH2:34][CH3:35])[O:30][CH2:31][CH3:32]. The product is [CH2:31]([O:30][P:29]([C:2]1[CH:6]=[CH:5][S:4][CH:3]=1)([O:33][CH2:34][CH3:35])=[O:36])[CH3:32]. The catalyst is CN(C=O)C. The yield is 0.710. (3) The reactants are [NH2:1][C:2]1[CH:11]=[C:10]([O:12][CH3:13])[CH:9]=[CH:8][C:3]=1[C:4]([O:6]C)=O.[Cl:14][CH2:15][C:16]#[N:17].Cl. The catalyst is C(OCC)C. The product is [ClH:14].[Cl:14][CH2:15][C:16]1[N:17]=[C:4]([OH:6])[C:3]2[C:2](=[CH:11][C:10]([O:12][CH3:13])=[CH:9][CH:8]=2)[N:1]=1. The yield is 0.960.